Dataset: CYP2D6 inhibition data for predicting drug metabolism from PubChem BioAssay. Task: Regression/Classification. Given a drug SMILES string, predict its absorption, distribution, metabolism, or excretion properties. Task type varies by dataset: regression for continuous measurements (e.g., permeability, clearance, half-life) or binary classification for categorical outcomes (e.g., BBB penetration, CYP inhibition). Dataset: cyp2d6_veith. (1) The drug is Cc1ccc(NC(=O)/C(=C\c2cccc([N+](=O)[O-])c2)NC(=O)c2cccs2)cc1. The result is 0 (non-inhibitor). (2) The molecule is CCc1cc2c(=O)[nH]cnc2s1. The result is 0 (non-inhibitor). (3) The result is 0 (non-inhibitor). The drug is CC(C)(C)c1nnc(NC(=O)NS(=O)(=O)c2ccccc2)s1. (4) The drug is O=C(Nc1cccc(F)c1)N1CCC2(CC1)CCN(C(=O)c1cnccn1)CC2. The result is 0 (non-inhibitor). (5) The compound is N#Cc1ccc(CN2CC3(CCN(C(=O)c4cnccn4)CC3)C2)cc1. The result is 0 (non-inhibitor). (6) The compound is CC(C)c1ccc(OCc2ccc(C(=O)N3CCN(c4ccccn4)CC3)cc2)cc1. The result is 0 (non-inhibitor). (7) The compound is Cc1ccc(/S(C)=N/S(=O)(=O)c2ccc(C)cc2)cc1. The result is 0 (non-inhibitor).